This data is from KCNQ2 potassium channel screen with 302,405 compounds. The task is: Binary Classification. Given a drug SMILES string, predict its activity (active/inactive) in a high-throughput screening assay against a specified biological target. The molecule is O(C1C2(C(C(C1)CC2)(C)C)C)C(=O)CCn1ccnc1. The result is 0 (inactive).